Predict the product of the given reaction. From a dataset of Forward reaction prediction with 1.9M reactions from USPTO patents (1976-2016). (1) Given the reactants Cl[C:2]1[C:7]([C:8]#[N:9])=[C:6]([C:10]2[CH:18]=[CH:17][C:13]3[O:14][CH2:15][O:16][C:12]=3[CH:11]=2)[C:5]([C:19]#[N:20])=[C:4]([O:21][CH2:22][C:23]2[CH:28]=[CH:27][CH:26]=[CH:25][CH:24]=2)[N:3]=1.[CH2:29]([NH2:31])[CH3:30].O, predict the reaction product. The product is: [CH2:29]([NH:31][C:2]1[C:7]([C:8]#[N:9])=[C:6]([C:10]2[CH:18]=[CH:17][C:13]3[O:14][CH2:15][O:16][C:12]=3[CH:11]=2)[C:5]([C:19]#[N:20])=[C:4]([O:21][CH2:22][C:23]2[CH:24]=[CH:25][CH:26]=[CH:27][CH:28]=2)[N:3]=1)[CH3:30]. (2) Given the reactants [C:1]12([NH:7][C:8]([CH:10]3[CH2:12][CH2:11]3)=[O:9])[CH2:6][CH:5]1[CH2:4][NH:3][CH2:2]2.[Cl:13][C:14]1[N:19]=[C:18](Cl)[C:17]([Cl:21])=[CH:16][N:15]=1, predict the reaction product. The product is: [Cl:13][C:14]1[N:19]=[C:18]([N:3]2[CH2:4][CH:5]3[C:1]([NH:7][C:8]([CH:10]4[CH2:11][CH2:12]4)=[O:9])([CH2:6]3)[CH2:2]2)[C:17]([Cl:21])=[CH:16][N:15]=1. (3) The product is: [Cl:1][C:2]1[N:7]=[C:6]([NH:8][NH:9][C:10](=[O:29])[C@H:11]([CH2:23][CH:24]2[CH2:25][CH2:26][CH2:27][CH2:28]2)[CH2:12][N:13]([OH:16])[CH:14]=[O:15])[C:5]([F:30])=[C:4]([N:31]2[CH2:35][C@@H:34]([OH:36])[C:33]([CH3:38])([CH3:37])[CH2:32]2)[N:3]=1. Given the reactants [Cl:1][C:2]1[N:7]=[C:6]([NH:8][NH:9][C:10](=[O:29])[C@H:11]([CH2:23][CH:24]2[CH2:28][CH2:27][CH2:26][CH2:25]2)[CH2:12][N:13]([O:16]C2CCCCO2)[CH:14]=[O:15])[C:5]([F:30])=[C:4]([N:31]2[CH2:35][C@@H:34]([OH:36])[C:33]([CH3:38])([CH3:37])[CH2:32]2)[N:3]=1, predict the reaction product. (4) Given the reactants Br[C:2]1[CH:3]=[CH:4][C:5]([N:8]([CH2:26][C:27]2[CH:32]=[CH:31][C:30]([O:33][C:34]([F:37])([F:36])[F:35])=[CH:29][CH:28]=2)[CH2:9][CH2:10][C:11]2[CH:25]=[CH:24][C:14]([O:15][C:16]([CH3:23])([CH3:22])[C:17]([O:19][CH2:20][CH3:21])=[O:18])=[CH:13][CH:12]=2)=[N:6][CH:7]=1.[CH2:38]([OH:41])[C:39]#[CH:40], predict the reaction product. The product is: [OH:41][CH2:38][C:39]#[C:40][C:2]1[CH:3]=[CH:4][C:5]([N:8]([CH2:26][C:27]2[CH:32]=[CH:31][C:30]([O:33][C:34]([F:37])([F:35])[F:36])=[CH:29][CH:28]=2)[CH2:9][CH2:10][C:11]2[CH:12]=[CH:13][C:14]([O:15][C:16]([CH3:23])([CH3:22])[C:17]([O:19][CH2:20][CH3:21])=[O:18])=[CH:24][CH:25]=2)=[N:6][CH:7]=1. (5) Given the reactants [Cl:1][C:2]1[N:7]=[C:6]([C:8]2[NH:9][C:10]3[C:15]([CH:16]=2)=[C:14]([F:17])[CH:13]=[CH:12][CH:11]=3)[C:5]([NH2:18])=[CH:4][CH:3]=1.CCN(C(C)C)C(C)C.[Cl:28][CH:29]([CH3:33])[C:30](Cl)=[O:31], predict the reaction product. The product is: [Cl:28][CH:29]([CH3:33])[C:30]([NH:18][C:5]1[C:6]([C:8]2[NH:9][C:10]3[C:15]([CH:16]=2)=[C:14]([F:17])[CH:13]=[CH:12][CH:11]=3)=[N:7][C:2]([Cl:1])=[CH:3][CH:4]=1)=[O:31]. (6) Given the reactants [C:1]([C:5]1[CH:9]=[C:8]([NH:10][C:11]([NH:13][C@@H:14]2[C:23]3[C:18](=[CH:19][CH:20]=[CH:21][CH:22]=3)[C@H:17]([O:24][C:25]3[CH:26]=[CH:27][C:28]4[N:29]([C:31]([N:34]5[C@H:39]([CH3:40])[CH2:38][CH2:37][CH2:36][C@@H:35]5[CH3:41])=[N:32][N:33]=4)[CH:30]=3)[CH2:16][CH2:15]2)=[O:12])[N:7]([C:42]2[CH:43]=[N:44][N:45]([CH2:47][CH2:48]OS(C)(=O)=O)[CH:46]=2)[N:6]=1)([CH3:4])([CH3:3])[CH3:2].[CH3:54][NH:55][CH3:56], predict the reaction product. The product is: [C:1]([C:5]1[CH:9]=[C:8]([NH:10][C:11]([NH:13][C@@H:14]2[C:23]3[C:18](=[CH:19][CH:20]=[CH:21][CH:22]=3)[C@H:17]([O:24][C:25]3[CH:26]=[CH:27][C:28]4[N:29]([C:31]([N:34]5[C@H:39]([CH3:40])[CH2:38][CH2:37][CH2:36][C@@H:35]5[CH3:41])=[N:32][N:33]=4)[CH:30]=3)[CH2:16][CH2:15]2)=[O:12])[N:7]([C:42]2[CH:43]=[N:44][N:45]([CH2:47][CH2:48][N:55]([CH3:56])[CH3:54])[CH:46]=2)[N:6]=1)([CH3:3])([CH3:2])[CH3:4].